From a dataset of Catalyst prediction with 721,799 reactions and 888 catalyst types from USPTO. Predict which catalyst facilitates the given reaction. Reactant: [Cl:1][C:2]1[CH:9]=[CH:8][C:5]([CH2:6]Cl)=[CH:4][CH:3]=1.CCN(C(C)C)C(C)C.[C:19]([O:23][C:24]([NH:26][CH:27]1[CH2:31][CH2:30][NH:29][CH2:28]1)=[O:25])([CH3:22])([CH3:21])[CH3:20]. Product: [C:19]([O:23][C:24]([NH:26][CH:27]1[CH2:31][CH2:30][N:29]([CH2:6][C:5]2[CH:8]=[CH:9][C:2]([Cl:1])=[CH:3][CH:4]=2)[CH2:28]1)=[O:25])([CH3:22])([CH3:20])[CH3:21]. The catalyst class is: 3.